Dataset: Reaction yield outcomes from USPTO patents with 853,638 reactions. Task: Predict the reaction yield, written as a fraction of the theoretical maximum amount of product (1.0 means a 100% yield; for example, 0.34 means a 34% yield). (1) The reactants are [Cl:1][C:2]1[C:3]2[CH:18]=[CH:17][NH:16][C:4]=2[N:5]=[C:6]([S:8][C:9]2[CH:14]=[CH:13][C:12]([F:15])=[CH:11][CH:10]=2)[N:7]=1.[H-].[Na+].[I-].[Na+].Br[CH2:24][CH2:25][OH:26]. The catalyst is CN(C=O)C. The product is [Cl:1][C:2]1[C:3]2[CH:18]=[CH:17][N:16]([CH2:24][CH2:25][OH:26])[C:4]=2[N:5]=[C:6]([S:8][C:9]2[CH:10]=[CH:11][C:12]([F:15])=[CH:13][CH:14]=2)[N:7]=1. The yield is 0.730. (2) The reactants are S(Cl)(Cl)=O.[NH2:5][C:6]1[CH:11]=[CH:10][C:9]([CH2:12][CH2:13][C:14]([OH:16])=[O:15])=[CH:8][CH:7]=1.[CH3:17]O. No catalyst specified. The product is [NH2:5][C:6]1[CH:7]=[CH:8][C:9]([CH2:12][CH2:13][C:14]([O:16][CH3:17])=[O:15])=[CH:10][CH:11]=1. The yield is 0.990. (3) The reactants are [CH3:1][O:2][C@H:3]([C@@H:8]([CH3:16])[C@@H:9]([O:14][CH3:15])/[CH:10]=[CH:11]/[CH:12]=[CH2:13])[C@@H:4]([CH3:7])[CH2:5][OH:6].C[N+]1([O-])CCOCC1. The catalyst is ClCCl.CCC[N+](CCC)(CCC)CCC.[O-][Ru](=O)(=O)=O. The product is [CH3:1][O:2][C@H:3]([C@@H:8]([CH3:16])[C@@H:9]([O:14][CH3:15])/[CH:10]=[CH:11]/[CH:12]=[CH2:13])[C@@H:4]([CH3:7])[CH:5]=[O:6]. The yield is 0.930. (4) The reactants are [F:1][C:2]([F:13])([F:12])[O:3][C:4]1[CH:11]=[CH:10][C:7]([CH:8]=O)=[CH:6][CH:5]=1.[CH3:14][C:15]([S@:18]([NH2:20])=[O:19])([CH3:17])[CH3:16]. The catalyst is ClCCCl.S([O-])([O-])(=O)=O.[Cu+2]. The product is [CH3:14][C:15]([S@:18](/[N:20]=[CH:8]/[C:7]1[CH:10]=[CH:11][C:4]([O:3][C:2]([F:13])([F:12])[F:1])=[CH:5][CH:6]=1)=[O:19])([CH3:17])[CH3:16]. The yield is 1.02. (5) The reactants are Cl.[Cl:2][C:3]1[N:8]=[CH:7][C:6]([CH2:9][O:10][C:11]2[CH:20]=[C:19]3[C:14]([C:15]([N:22]4[CH2:26][CH2:25][CH2:24][CH2:23]4)=[CH:16][C:17]([CH3:21])=[N:18]3)=[CH:13][CH:12]=2)=[CH:5][CH:4]=1.[NH:27]1[CH2:32][CH2:31][O:30][CH2:29][CH2:28]1. No catalyst specified. The product is [ClH:2].[CH3:21][C:17]1[CH:16]=[C:15]([N:22]2[CH2:26][CH2:25][CH2:24][CH2:23]2)[C:14]2[C:19](=[CH:20][C:11]([O:10][CH2:9][C:6]3[CH:7]=[N:8][C:3]([N:27]4[CH2:32][CH2:31][O:30][CH2:29][CH2:28]4)=[CH:4][CH:5]=3)=[CH:12][CH:13]=2)[N:18]=1. The yield is 0.180. (6) The reactants are Br[C:2]1[C:10]2[C:5](=[N:6][CH:7]=[C:8]([N:11]3[C:19](=[O:20])[C:18]4[C:13](=[CH:14][CH:15]=[CH:16][CH:17]=4)[C:12]3=[O:21])[CH:9]=2)[N:4]([S:22]([C:25]2[CH:30]=[CH:29][CH:28]=[CH:27][CH:26]=2)(=[O:24])=[O:23])[CH:3]=1.C[Sn](C)(C)[C:33]1[S:37][CH:36]=[N:35][CH:34]=1.CC1C=CC=CC=1P(C1C=CC=CC=1C)C1C=CC=CC=1C.[OH2:62].CC#N. The catalyst is C1(C)C=CC=CC=1.CC#N.CC#N.Cl[Pd]Cl. The product is [C:25]1([S:22]([N:4]2[C:5]3=[N:6][CH:7]=[C:8]([NH:11][C:12]([C:13]4[CH:14]=[CH:15][CH:16]=[CH:17][C:18]=4[C:19]([OH:20])=[O:62])=[O:21])[CH:9]=[C:10]3[C:2]([C:33]3[S:37][CH:36]=[N:35][CH:34]=3)=[CH:3]2)(=[O:23])=[O:24])[CH:30]=[CH:29][CH:28]=[CH:27][CH:26]=1. The yield is 0.380.